Dataset: Forward reaction prediction with 1.9M reactions from USPTO patents (1976-2016). Task: Predict the product of the given reaction. Given the reactants [CH3:1][C:2]1[C:6]2[CH:7]=[CH:8][C:9]([C:11]([F:14])([F:13])[F:12])=[CH:10][C:5]=2[S:4][C:3]=1[C:15](=[O:18])[CH:16]=[CH2:17].[CH2:19]([OH:26])[C:20]1[CH:25]=[CH:24][CH:23]=[CH:22][CH:21]=1.CC#N, predict the reaction product. The product is: [CH3:1][C:2]1[C:6]2[CH:7]=[CH:8][C:9]([C:11]([F:14])([F:12])[F:13])=[CH:10][C:5]=2[S:4][C:3]=1[C:15](=[O:18])[CH2:16][CH2:17][O:26][CH2:19][C:20]1[CH:25]=[CH:24][CH:23]=[CH:22][CH:21]=1.